From a dataset of Full USPTO retrosynthesis dataset with 1.9M reactions from patents (1976-2016). Predict the reactants needed to synthesize the given product. (1) The reactants are: Cl[CH2:2][C:3]1[CH:8]=[CH:7][CH:6]=[CH:5][C:4]=1[C:9]1[CH:14]=[CH:13][C:12]([CH:15]([CH3:17])[CH3:16])=[CH:11][CH:10]=1.Cl.[O:19]=[C:20]1[C:25]([C:26]([O:28][CH2:29][CH3:30])=[O:27])=[CH:24][CH:23]=[CH:22][NH:21]1.[H-].[Na+]. Given the product [CH:15]([C:12]1[CH:13]=[CH:14][C:9]([C:4]2[CH:5]=[CH:6][CH:7]=[CH:8][C:3]=2[CH2:2][N:21]2[CH:22]=[CH:23][CH:24]=[C:25]([C:26]([O:28][CH2:29][CH3:30])=[O:27])[C:20]2=[O:19])=[CH:10][CH:11]=1)([CH3:17])[CH3:16], predict the reactants needed to synthesize it. (2) Given the product [C:28]([C:23]1[CH:24]=[CH:25][CH:26]=[CH:27][C:22]=1[C:19]1[CH:20]=[CH:21][C:16]([CH2:15][C:12]2[C:13](=[O:14])[N:8]([C@H:5]3[CH2:6][CH2:7][C@H:2]([O:1][CH:38]([CH2:44][CH:45]=[CH2:46])[C:39]([O:41][CH2:42][CH3:43])=[O:40])[CH2:3][CH2:4]3)[C:9]3[N:10]([N:33]=[CH:34][N:35]=3)[C:11]=2[CH2:30][CH2:31][CH3:32])=[CH:17][CH:18]=1)#[N:29], predict the reactants needed to synthesize it. The reactants are: [OH:1][C@H:2]1[CH2:7][CH2:6][C@H:5]([N:8]2[C:13](=[O:14])[C:12]([CH2:15][C:16]3[CH:21]=[CH:20][C:19]([C:22]4[C:23]([C:28]#[N:29])=[CH:24][CH:25]=[CH:26][CH:27]=4)=[CH:18][CH:17]=3)=[C:11]([CH2:30][CH2:31][CH3:32])[N:10]3[N:33]=[CH:34][N:35]=[C:9]23)[CH2:4][CH2:3]1.[N+](=[C:38]([CH2:44][CH:45]=[CH2:46])[C:39]([O:41][CH2:42][CH3:43])=[O:40])=[N-]. (3) Given the product [NH2:1][C:2]1[N:11]=[C:10]([CH3:12])[C:9]2[C:8](=[N:38][OH:39])[CH2:7][CH:6]([C:14]3[CH:19]=[CH:18][CH:17]=[CH:16][C:15]=3[C:20]3[CH:25]=[CH:24][CH:23]=[CH:22][N:21]=3)[CH2:5][C:4]=2[N:3]=1, predict the reactants needed to synthesize it. The reactants are: [NH2:1][C:2]1[N:11]=[C:10]([CH3:12])[C:9]2[C:8](=O)[CH2:7][CH:6]([C:14]3[CH:19]=[CH:18][CH:17]=[CH:16][C:15]=3[C:20]3[CH:25]=[CH:24][CH:23]=[CH:22][N:21]=3)[CH2:5][C:4]=2[N:3]=1.NC1N=C(C)C2C(=[N:38][OH:39])CC(C3C=CC=CC=3C3C=CC=CC=3)CC=2N=1. (4) Given the product [CH2:1]([C@H:8]1[N:13]([C:14](=[O:36])[CH2:15][CH2:16][C:17]2[CH:22]=[CH:21][CH:20]=[CH:19][C:18]=2[O:23][C:24]2[CH:29]=[CH:28][CH:27]=[CH:26][C:25]=2[CH2:30][CH2:31][C:32]([O:34][CH3:35])=[O:33])[CH2:12][CH2:11][N:10]([C:37]([O:39][C:40]([CH3:43])([CH3:42])[CH3:41])=[O:38])[CH2:9]1)[C:2]1[CH:7]=[CH:6][CH:5]=[CH:4][CH:3]=1, predict the reactants needed to synthesize it. The reactants are: [CH2:1]([C@H:8]1[N:13]([C:14](=[O:36])[CH2:15][CH2:16][C:17]2[CH:22]=[CH:21][CH:20]=[CH:19][C:18]=2[O:23][C:24]2[CH:29]=[CH:28][CH:27]=[CH:26][C:25]=2/[CH:30]=[CH:31]/[C:32]([O:34][CH3:35])=[O:33])[CH2:12][CH2:11][N:10]([C:37]([O:39][C:40]([CH3:43])([CH3:42])[CH3:41])=[O:38])[CH2:9]1)[C:2]1[CH:7]=[CH:6][CH:5]=[CH:4][CH:3]=1. (5) Given the product [CH2:21]([O:20][C:18]([NH:1][C@@H:2]([CH2:3][CH2:4][CH2:5][CH2:6][NH:7][C:8]([O:10][C:11]([CH3:14])([CH3:13])[CH3:12])=[O:9])[C:15]([O:17][CH3:28])=[O:16])=[O:19])[C:22]1[CH:23]=[CH:24][CH:25]=[CH:26][CH:27]=1, predict the reactants needed to synthesize it. The reactants are: [NH:1]([C:18]([O:20][CH2:21][C:22]1[CH:27]=[CH:26][CH:25]=[CH:24][CH:23]=1)=[O:19])[C@H:2]([C:15]([OH:17])=[O:16])[CH2:3][CH2:4][CH2:5][CH2:6][NH:7][C:8]([O:10][C:11]([CH3:14])([CH3:13])[CH3:12])=[O:9].[CH3:28]I. (6) Given the product [N:1]1[CH:6]=[CH:5][C:4]([C:7]2[NH:11][C:10]([C:12]3[CH:17]=[C:16]([Cl:18])[CH:15]=[CH:14][C:13]=3[CH3:19])=[C:9]([C:20]([NH2:21])=[O:24])[CH:8]=2)=[N:3][CH:2]=1, predict the reactants needed to synthesize it. The reactants are: [N:1]1[CH:6]=[CH:5][C:4]([C:7]2[NH:11][C:10]([C:12]3[CH:17]=[C:16]([Cl:18])[CH:15]=[CH:14][C:13]=3[CH3:19])=[C:9]([C:20]#[N:21])[CH:8]=2)=[N:3][CH:2]=1.O.S(=O)(=O)(O)[OH:24].N.